Dataset: Catalyst prediction with 721,799 reactions and 888 catalyst types from USPTO. Task: Predict which catalyst facilitates the given reaction. (1) Reactant: [NH2:1][CH2:2][CH2:3][O:4][CH2:5][CH2:6][N:7]1[C:19]2[C:18]3[CH:17]=[CH:16][CH:15]=[CH:14][C:13]=3[N:12]=[C:11]([NH2:20])[C:10]=2[N:9]=[C:8]1[CH2:21][O:22][CH2:23][CH3:24].C(N(CC)CC)C.[N:32]1([C:38](Cl)=[O:39])[CH2:37][CH2:36][O:35][CH2:34][CH2:33]1.O. Product: [NH2:20][C:11]1[C:10]2[N:9]=[C:8]([CH2:21][O:22][CH2:23][CH3:24])[N:7]([CH2:6][CH2:5][O:4][CH2:3][CH2:2][NH:1][C:38]([N:32]3[CH2:37][CH2:36][O:35][CH2:34][CH2:33]3)=[O:39])[C:19]=2[C:18]2[CH:17]=[CH:16][CH:15]=[CH:14][C:13]=2[N:12]=1. The catalyst class is: 2. (2) Reactant: [C:1]([C:4]1[C:12]2[C:7](=[CH:8][C:9]([P:13](=[O:16])([O-:15])[O-:14])=[CH:10][CH:11]=2)[N:6]([CH2:17][C:18]([N:20]2[C@H:24]([C:25](=[O:36])[NH:26][CH2:27][C:28]3[CH:33]=[CH:32][CH:31]=[C:30]([Cl:34])[C:29]=3[F:35])[CH2:23][C@H:22]3[CH2:37][CH2:38][CH2:39][C@@H:21]23)=[O:19])[CH:5]=1)(=[O:3])[CH3:2].C[Si](Br)(C)C. Product: [C:1]([C:4]1[C:12]2[C:7](=[CH:8][C:9]([P:13](=[O:14])([OH:15])[OH:16])=[CH:10][CH:11]=2)[N:6]([CH2:17][C:18]([N:20]2[C@H:24]([C:25](=[O:36])[NH:26][CH2:27][C:28]3[CH:33]=[CH:32][CH:31]=[C:30]([Cl:34])[C:29]=3[F:35])[CH2:23][C@H:22]3[CH2:37][CH2:38][CH2:39][C@@H:21]23)=[O:19])[CH:5]=1)(=[O:3])[CH3:2]. The catalyst class is: 2. (3) Reactant: [Cl:1][C:2]1[C:3]([O:29]C)=[C:4]2[C:9](=[CH:10][CH:11]=1)[CH:8]([NH:12][C:13]1[CH:21]=[CH:20][CH:19]=[C:18]3[C:14]=1[CH:15]=[N:16][NH:17]3)[C:7]([C:23]([F:26])([F:25])[F:24])([OH:22])[CH2:6][C:5]2([CH3:28])[CH3:27].B(Br)(Br)Br. Product: [Cl:1][C:2]1[CH:11]=[CH:10][C:9]2[CH:8]([NH:12][C:13]3[CH:21]=[CH:20][CH:19]=[C:18]4[C:14]=3[CH:15]=[N:16][NH:17]4)[C:7]([C:23]([F:25])([F:26])[F:24])([OH:22])[CH2:6][C:5]([CH3:27])([CH3:28])[C:4]=2[C:3]=1[OH:29]. The catalyst class is: 4. (4) Reactant: Cl[C:2]1[C:3]2[N:10]([CH3:11])[CH:9]=[CH:8][C:4]=2[N:5]=[CH:6][N:7]=1.[S:12]1[C:16]2[CH:17]=[CH:18][CH:19]=[C:20]([O:21][C:22]3[CH:28]=[CH:27][C:25]([NH2:26])=[CH:24][C:23]=3[Cl:29])[C:15]=2[CH:14]=[N:13]1.C(=O)([O-])O.[Na+]. Product: [S:12]1[C:16]2[CH:17]=[CH:18][CH:19]=[C:20]([O:21][C:22]3[CH:28]=[CH:27][C:25]([NH:26][C:2]4[C:3]5[N:10]([CH3:11])[CH:9]=[CH:8][C:4]=5[N:5]=[CH:6][N:7]=4)=[CH:24][C:23]=3[Cl:29])[C:15]=2[CH:14]=[N:13]1. The catalyst class is: 32.